Regression. Given a peptide amino acid sequence and an MHC pseudo amino acid sequence, predict their binding affinity value. This is MHC class II binding data. From a dataset of Peptide-MHC class II binding affinity with 134,281 pairs from IEDB. (1) The peptide sequence is TEKQTSLTDRQQKLKD. The MHC is DRB1_0405 with pseudo-sequence DRB1_0405. The binding affinity (normalized) is 0. (2) The peptide sequence is CADILAIASRVLVTM. The MHC is DRB4_0101 with pseudo-sequence DRB4_0103. The binding affinity (normalized) is 0.127. (3) The peptide sequence is IRALVGDEVELPCRI. The MHC is HLA-DPA10301-DPB10402 with pseudo-sequence HLA-DPA10301-DPB10402. The binding affinity (normalized) is 0.340.